From a dataset of Serine/threonine kinase 33 screen with 319,792 compounds. Binary Classification. Given a drug SMILES string, predict its activity (active/inactive) in a high-throughput screening assay against a specified biological target. (1) The compound is O=c1n2CC3CC(CN(C3)c3c([N+]([O-])=O)cc(cc3)C(=O)NC3CCN(CC3)Cc3ccccc3)c2ccc1. The result is 0 (inactive). (2) The compound is S(=O)(=O)(N(c1ccc(OCC(=O)N(CC)CC)cc1)C)c1ccc(NC(=O)C)cc1. The result is 0 (inactive). (3) The molecule is O=C1N(C(=C(C(N1)c1ccccc1)C(OC)=O)C)Cc1ccccc1. The result is 0 (inactive). (4) The compound is O=C1N=c2c(=C1NNc1ccc(cc1)C(O)=O)cccc2. The result is 1 (active). (5) The drug is O(C(C)(C)C)C(=O)N\N=C\c1ccc(OC(=O)c2occc2)cc1. The result is 0 (inactive).